This data is from Peptide-MHC class I binding affinity with 185,985 pairs from IEDB/IMGT. The task is: Regression. Given a peptide amino acid sequence and an MHC pseudo amino acid sequence, predict their binding affinity value. This is MHC class I binding data. (1) The peptide sequence is LLDAHIPQL. The MHC is HLA-A01:01 with pseudo-sequence HLA-A01:01. The binding affinity (normalized) is 0.293. (2) The peptide sequence is RQFNTAFEF. The MHC is Mamu-B3901 with pseudo-sequence Mamu-B3901. The binding affinity (normalized) is 0.724. (3) The peptide sequence is QYSPHSFMA. The MHC is HLA-A25:01 with pseudo-sequence HLA-A25:01. The binding affinity (normalized) is 0.0847. (4) The peptide sequence is ETQTGMHAH. The MHC is HLA-B15:01 with pseudo-sequence HLA-B15:01. The binding affinity (normalized) is 0.0847. (5) The peptide sequence is FVGPLTVNEK. The MHC is Patr-A0301 with pseudo-sequence Patr-A0301. The binding affinity (normalized) is 0.139. (6) The peptide sequence is VMRGKFGKK. The MHC is HLA-A30:01 with pseudo-sequence HLA-A30:01. The binding affinity (normalized) is 0.567. (7) The peptide sequence is KSLTTTMQFK. The MHC is HLA-B14:02 with pseudo-sequence HLA-B14:02. The binding affinity (normalized) is 0.0847. (8) The peptide sequence is KMLELEKCT. The MHC is HLA-A02:02 with pseudo-sequence HLA-A02:02. The binding affinity (normalized) is 0. (9) The binding affinity (normalized) is 0.0720. The peptide sequence is LMIIPLINV. The MHC is HLA-B51:01 with pseudo-sequence HLA-B51:01. (10) The binding affinity (normalized) is 0.390. The MHC is Mamu-B08 with pseudo-sequence Mamu-B08. The peptide sequence is RELNRVTQDF.